This data is from CYP2D6 inhibition data for predicting drug metabolism from PubChem BioAssay. The task is: Regression/Classification. Given a drug SMILES string, predict its absorption, distribution, metabolism, or excretion properties. Task type varies by dataset: regression for continuous measurements (e.g., permeability, clearance, half-life) or binary classification for categorical outcomes (e.g., BBB penetration, CYP inhibition). Dataset: cyp2d6_veith. (1) The drug is O=C(NCc1nc2ccccc2[nH]1)[C@H]1C[C@@H]1[C@H](NP(=O)(c1ccccc1)c1ccccc1)c1ccccc1. The result is 0 (non-inhibitor). (2) The drug is Cc1sc2c(c1C)c(=O)n(-c1ccccc1)c1nnc(C)n21. The result is 0 (non-inhibitor).